Predict the product of the given reaction. From a dataset of Forward reaction prediction with 1.9M reactions from USPTO patents (1976-2016). (1) Given the reactants [CH3:1][C:2]1[N:7]([CH3:8])[N:6]([C:9]2[CH:14]=[CH:13][CH:12]=[CH:11][CH:10]=2)[C:4](=[O:5])[C:3]=1[OH:15].[C:16]([O-])([O-])=O.[K+].[K+].IC, predict the reaction product. The product is: [NH3:6].[CH3:16][O:15][C:3]1[C:4](=[O:5])[N:6]([C:9]2[CH:10]=[CH:11][CH:12]=[CH:13][CH:14]=2)[N:7]([CH3:8])[C:2]=1[CH3:1]. (2) Given the reactants [CH2:1]([O:8][CH2:9][CH:10]([OH:20])[CH2:11][N:12]([C:16]([CH3:19])([CH3:18])[CH3:17])[CH2:13][CH2:14]O)[C:2]1[CH:7]=[CH:6][CH:5]=[CH:4][CH:3]=1.[H-].[Na+].C1(C)C=CC(S(C2NC=CN=2)(=O)=O)=CC=1, predict the reaction product. The product is: [CH2:1]([O:8][CH2:9][CH:10]1[O:20][CH2:14][CH2:13][N:12]([C:16]([CH3:17])([CH3:18])[CH3:19])[CH2:11]1)[C:2]1[CH:3]=[CH:4][CH:5]=[CH:6][CH:7]=1. (3) The product is: [N:17]1([C:13]2[CH:12]=[C:11]([C:8]3([NH2:7])[CH2:9][CH2:10]3)[CH:16]=[CH:15][CH:14]=2)[CH:21]=[CH:20][CH:19]=[N:18]1. Given the reactants C(OC(=O)[NH:7][C:8]1([C:11]2[CH:16]=[CH:15][CH:14]=[C:13]([N:17]3[CH:21]=[CH:20][CH:19]=[N:18]3)[CH:12]=2)[CH2:10][CH2:9]1)(C)(C)C, predict the reaction product. (4) Given the reactants C([O:8][C:9]1[CH:14]=[CH:13][C:12]([C:15]2[O:19][C:18]([CH3:21])([CH3:20])[C:17](=[O:22])[C:16]=2[C:23]2[CH:28]=[CH:27][N:26]=[CH:25][CH:24]=2)=[CH:11][CH:10]=1)C1C=CC=CC=1, predict the reaction product. The product is: [OH:8][C:9]1[CH:10]=[CH:11][C:12]([C:15]2[O:19][C:18]([CH3:20])([CH3:21])[C:17](=[O:22])[C:16]=2[C:23]2[CH:28]=[CH:27][N:26]=[CH:25][CH:24]=2)=[CH:13][CH:14]=1. (5) Given the reactants [CH2:1]([N:5]1[C:10]2=[N:11][N:12]([CH2:23][C:24]3[C:32]4[C:27](=[CH:28][CH:29]=[C:30]([CH3:33])[CH:31]=4)[NH:26][CH:25]=3)[C:13]([C:14]3[N:18]([CH3:19])[CH:17]=[C:16]([C:20]([OH:22])=O)[CH:15]=3)=[C:9]2[C:8](=[O:34])[N:7]([CH3:35])[C:6]1=[O:36])[CH:2]([CH3:4])[CH3:3].N.[C:38](P(=O)(OCC)OCC)#[N:39], predict the reaction product. The product is: [CH2:1]([N:5]1[C:10]2=[N:11][N:12]([CH2:23][C:24]3[C:32]4[C:27](=[CH:28][CH:29]=[C:30]([CH3:33])[CH:31]=4)[NH:26][CH:25]=3)[C:13]([C:14]3[N:18]([CH3:19])[CH:17]=[C:16]([C:20]([NH:39][CH3:38])=[O:22])[CH:15]=3)=[C:9]2[C:8](=[O:34])[N:7]([CH3:35])[C:6]1=[O:36])[CH:2]([CH3:3])[CH3:4]. (6) The product is: [CH3:18][S:17][CH2:16][C:15]1[CH:14]=[CH:13][O:12][C:11]=1[CH2:10][NH2:7]. Given the reactants [H-].[Li+].[Al+3].[H-].[H-].[H-].[N:7]([CH2:10][C:11]1[O:12][CH:13]=[CH:14][C:15]=1[CH2:16][S:17][CH3:18])=[N+]=[N-], predict the reaction product. (7) The product is: [CH2:25]([S:27][C:2]1[CH:3]=[CH:4][C:5]2[N:6]([C:8]([S:15]([NH2:18])(=[O:17])=[O:16])=[C:9]([C:11]([F:14])([F:13])[F:12])[N:10]=2)[N:7]=1)[CH3:26]. Given the reactants Cl[C:2]1[CH:3]=[CH:4][C:5]2[N:6]([C:8]([S:15]([NH2:18])(=[O:17])=[O:16])=[C:9]([C:11]([F:14])([F:13])[F:12])[N:10]=2)[N:7]=1.CC(C)([O-])C.[K+].[CH2:25]([SH:27])[CH3:26], predict the reaction product. (8) Given the reactants [H-].[Al+3].[Li+].[H-].[H-].[H-].C([O:9][C:10](=O)[C:11]1[CH:16]=[CH:15][C:14]([NH:17][S:18]([C:21]2[CH:26]=[CH:25][CH:24]=[C:23]([Cl:27])[C:22]=2[Cl:28])(=[O:20])=[O:19])=[C:13]([S:29](=[O:32])(=[O:31])[NH2:30])[CH:12]=1)C, predict the reaction product. The product is: [Cl:28][C:22]1[C:23]([Cl:27])=[CH:24][CH:25]=[CH:26][C:21]=1[S:18]([NH:17][C:14]1[CH:15]=[CH:16][C:11]([CH2:10][OH:9])=[CH:12][C:13]=1[S:29]([NH2:30])(=[O:32])=[O:31])(=[O:20])=[O:19].